This data is from Reaction yield outcomes from USPTO patents with 853,638 reactions. The task is: Predict the reaction yield, written as a fraction of the theoretical maximum amount of product (1.0 means a 100% yield; for example, 0.34 means a 34% yield). (1) The reactants are [CH3:1][C:2]1[N:7]=[C:6]([N+:8]([O-])=O)[C:5]([OH:11])=[CH:4][CH:3]=1. The catalyst is [Pd].C(OCC)(=O)C. The product is [NH2:8][C:6]1[C:5]([OH:11])=[CH:4][CH:3]=[C:2]([CH3:1])[N:7]=1. The yield is 0.990. (2) The reactants are [CH2:1]([O:9][C:10]([C:12]1([NH2:17])[CH2:16][CH2:15][O:14][CH2:13]1)=[O:11])[CH2:2][C:3]1[CH:8]=[CH:7][CH:6]=[CH:5][CH:4]=1.CC(OC)(C)C.CC#N.C(O)(=O)[C@H](C1C=CC=CC=1)O. The catalyst is O. The product is [CH2:1]([O:9][C:10]([C@:12]1([NH2:17])[CH2:16][CH2:15][O:14][CH2:13]1)=[O:11])[CH2:2][C:3]1[CH:4]=[CH:5][CH:6]=[CH:7][CH:8]=1. The yield is 0.439. (3) The reactants are C(O[C:4]([C@@H:6]1[CH2:10][CH2:9][N:8]([C:11]([O:13][C:14]([CH3:17])([CH3:16])[CH3:15])=[O:12])[NH:7]1)=[O:5])C.[OH-].[Li+].Cl.[Cl:21][C:22]1[CH:23]=[CH:24][C:25]([N:30]2[CH:34]=[N:33][N:32]=[N:31]2)=[C:26]([CH:29]=1)[CH2:27][NH2:28].OC1C2N=NNC=2C=CC=1.C(Cl)CCl.C(N(CC)CC)C. The catalyst is C1COCC1.CN(C=O)C.CCOC(C)=O. The product is [Cl:21][C:22]1[CH:23]=[CH:24][C:25]([N:30]2[CH:34]=[N:33][N:32]=[N:31]2)=[C:26]([CH:29]=1)[CH2:27][NH:28][C:4]([C@@H:6]1[CH2:10][CH2:9][N:8]([C:11]([O:13][C:14]([CH3:15])([CH3:16])[CH3:17])=[O:12])[NH:7]1)=[O:5]. The yield is 0.640. (4) The reactants are [F:1][C:2]1[CH:7]=[C:6]([S:8]([CH3:11])(=[O:10])=[O:9])[CH:5]=[CH:4][C:3]=1[C:12]1[N:17]=[CH:16][C:15]([O:18][CH2:19][CH:20]2[CH2:25][CH2:24][N:23]([C:26]([O:28][C:29](C)([CH3:31])[CH3:30])=[O:27])[CH2:22][CH2:21]2)=[CH:14][CH:13]=1.C(O)(C(F)(F)F)=O.C(N(C(C)C)CC)(C)C.ClC(OC(C)C)=O. The catalyst is C(Cl)Cl.CCOC(C)=O. The product is [F:1][C:2]1[CH:7]=[C:6]([S:8]([CH3:11])(=[O:10])=[O:9])[CH:5]=[CH:4][C:3]=1[C:12]1[N:17]=[CH:16][C:15]([O:18][CH2:19][CH:20]2[CH2:25][CH2:24][N:23]([C:26]([O:28][CH:29]([CH3:31])[CH3:30])=[O:27])[CH2:22][CH2:21]2)=[CH:14][CH:13]=1. The yield is 0.700. (5) The reactants are [CH2:1]([O:8][C:9]([N:11]1[CH2:15][CH2:14][CH2:13][C@H:12]1[C:16]1[N:17]=[C:18]2[C:23](Br)=[CH:22][CH:21]=[CH:20][N:19]2[CH:25]=1)=[O:10])[C:2]1[CH:7]=[CH:6][CH:5]=[CH:4][CH:3]=1.[CH3:26][O:27][C:28]1[CH:33]=[CH:32][CH:31]=[CH:30][C:29]=1B(O)O.C(=O)([O-])[O-].[K+].[K+]. The catalyst is [Pd].C1(P(C2C=CC=CC=2)C2C=CC=CC=2)C=CC=CC=1.C1(P(C2C=CC=CC=2)C2C=CC=CC=2)C=CC=CC=1.C1(P(C2C=CC=CC=2)C2C=CC=CC=2)C=CC=CC=1.C1(P(C2C=CC=CC=2)C2C=CC=CC=2)C=CC=CC=1. The product is [CH2:1]([O:8][C:9]([N:11]1[CH2:15][CH2:14][CH2:13][C@H:12]1[C:16]1[N:17]=[C:18]2[C:23]([C:29]3[CH:30]=[CH:31][CH:32]=[CH:33][C:28]=3[O:27][CH3:26])=[CH:22][CH:21]=[CH:20][N:19]2[CH:25]=1)=[O:10])[C:2]1[CH:7]=[CH:6][CH:5]=[CH:4][CH:3]=1. The yield is 0.780. (6) The reactants are [Cl:1][C:2]1[C:7]2[NH:8][C:9](=[O:11])[NH:10][C:6]=2[CH:5]=[C:4]([C:12]([O:14]C)=[O:13])[CH:3]=1.[OH-].[Li+].O1CCCC1. The catalyst is CO. The product is [Cl:1][C:2]1[C:7]2[NH:8][C:9](=[O:11])[NH:10][C:6]=2[CH:5]=[C:4]([C:12]([OH:14])=[O:13])[CH:3]=1. The yield is 0.900. (7) The reactants are CO[CH:3](OC)[CH2:4][NH:5][C:6]([CH:8]([CH2:37][CH2:38][C:39]([OH:42])([CH3:41])[CH3:40])[CH2:9][CH:10]([O:33][C:34](=[O:36])[CH3:35])[CH:11]([NH:20][C:21]([C:23]1[CH:32]=[N:31][C:30]2[C:25](=[CH:26][CH:27]=[CH:28][CH:29]=2)[N:24]=1)=[O:22])[CH2:12][C:13]1[CH:18]=[CH:17][CH:16]=[C:15]([F:19])[CH:14]=1)=O.C([O-])(=O)C.[NH4+:49].C(=O)(O)[O-].[Na+]. The catalyst is C(O)(=O)C.C(OCC)(=O)C. The product is [F:19][C:15]1[CH:14]=[C:13]([CH2:12][CH:11]([CH:10]([O:33][C:34](=[O:36])[CH3:35])[CH2:9][CH:8]([C:6]2[NH:5][CH:4]=[CH:3][N:49]=2)[CH2:37][CH2:38][C:39]([OH:42])([CH3:40])[CH3:41])[NH:20][C:21]([C:23]2[CH:32]=[N:31][C:30]3[C:25](=[CH:26][CH:27]=[CH:28][CH:29]=3)[N:24]=2)=[O:22])[CH:18]=[CH:17][CH:16]=1. The yield is 0.170.